Dataset: Full USPTO retrosynthesis dataset with 1.9M reactions from patents (1976-2016). Task: Predict the reactants needed to synthesize the given product. Given the product [Cl:1][C:2]1[CH:7]=[C:6]([C:13]#[C:12][C:11](=[O:14])[CH3:10])[CH:5]=[C:4]([Cl:9])[CH:3]=1, predict the reactants needed to synthesize it. The reactants are: [Cl:1][C:2]1[CH:7]=[C:6](I)[CH:5]=[C:4]([Cl:9])[CH:3]=1.[CH3:10][C:11](=[O:14])[C:12]#[CH:13].C(NC(C)C)(C)C.